This data is from Reaction yield outcomes from USPTO patents with 853,638 reactions. The task is: Predict the reaction yield, written as a fraction of the theoretical maximum amount of product (1.0 means a 100% yield; for example, 0.34 means a 34% yield). (1) The reactants are [N:1]1([C:25]([O:27][C:28]([CH3:31])([CH3:30])[CH3:29])=[O:26])[CH2:6][CH2:5][N:4](C(OCC2C=CC=CC=2)=O)[CH2:3][CH:2]1[C:17]([O:19][CH:20]1[CH2:24][CH2:23][CH2:22][CH2:21]1)=[O:18]. The catalyst is CCOC(C)=O.[Pd]. The product is [N:1]1([C:25]([O:27][C:28]([CH3:31])([CH3:30])[CH3:29])=[O:26])[CH2:6][CH2:5][NH:4][CH2:3][CH:2]1[C:17]([O:19][CH:20]1[CH2:24][CH2:23][CH2:22][CH2:21]1)=[O:18]. The yield is 0.920. (2) The reactants are [Br:1][C:2]1[C:3]([CH:8]=[O:9])=[N:4][CH:5]=[CH:6][CH:7]=1.[CH2:10](O)[CH2:11][OH:12].O. The catalyst is C1(C)C=CC=CC=1.C(OCC)(=O)C.O.C1(C)C=CC(S(O)(=O)=O)=CC=1. The product is [Br:1][C:2]1[C:3]([CH:8]2[O:12][CH2:11][CH2:10][O:9]2)=[N:4][CH:5]=[CH:6][CH:7]=1. The yield is 0.870. (3) The reactants are Cl[C:2]1[C:11]2[C:6](=[CH:7][C:8]([O:14][CH2:15][CH2:16][CH2:17][N:18]3[CH2:23][CH2:22][CH2:21][CH2:20][CH2:19]3)=[C:9]([O:12][CH3:13])[CH:10]=2)[N:5]=[CH:4][N:3]=1.[F:24][C:25]1[C:33]([OH:34])=[CH:32][CH:31]=[C:30]2[C:26]=1[CH:27]=[C:28]([CH3:35])[NH:29]2. No catalyst specified. The product is [F:24][C:25]1[C:33]([O:34][C:2]2[C:11]3[C:6](=[CH:7][C:8]([O:14][CH2:15][CH2:16][CH2:17][N:18]4[CH2:23][CH2:22][CH2:21][CH2:20][CH2:19]4)=[C:9]([O:12][CH3:13])[CH:10]=3)[N:5]=[CH:4][N:3]=2)=[CH:32][CH:31]=[C:30]2[C:26]=1[CH:27]=[C:28]([CH3:35])[NH:29]2. The yield is 0.830. (4) The reactants are [Cl:1][C:2]1[C:3]([F:10])=[C:4]([CH2:8][NH2:9])[CH:5]=[CH:6][CH:7]=1.[CH2:11]([O:13][CH:14]([O:19][CH2:20][CH3:21])[C:15](=[NH:18])OC)[CH3:12]. The catalyst is CO. The product is [Cl:1][C:2]1[C:3]([F:10])=[C:4]([CH:5]=[CH:6][CH:7]=1)[CH2:8][NH:9][C:15](=[NH:18])[CH:14]([O:19][CH2:20][CH3:21])[O:13][CH2:11][CH3:12]. The yield is 0.650. (5) The catalyst is C1COCC1. The reactants are [N:8]1(C([N:8]2[CH:12]=[CH:11][N:10]=[CH:9]2)=N)[CH:12]=[CH:11][N:10]=[CH:9]1.N[C:14]1[CH:19]=[CH:18]C(C)=C[C:15]=1[OH:21]. The yield is 0.920. The product is [O:21]1[C:15]2[CH:14]=[CH:19][CH:18]=[CH:12][C:11]=2[N:10]=[C:9]1[NH2:8].